From a dataset of Catalyst prediction with 721,799 reactions and 888 catalyst types from USPTO. Predict which catalyst facilitates the given reaction. (1) Reactant: [CH3:1][C:2]1[N:7]=[C:6]([SH:8])[N:5]=[C:4]([OH:9])[CH:3]=1.C(=O)([O-])[O-].[K+].[K+].Br[CH2:17][C:18]1[C:19]([CH2:26][CH3:27])=[N:20][CH:21]=[CH:22][C:23]=1[CH2:24][CH3:25]. The catalyst class is: 3. Product: [CH2:26]([C:19]1[C:18]([CH2:17][S:8][C:6]2[N:5]=[C:4]([OH:9])[CH:3]=[C:2]([CH3:1])[N:7]=2)=[C:23]([CH2:24][CH3:25])[CH:22]=[CH:21][N:20]=1)[CH3:27]. (2) Product: [C:23]1([C:20]2[N:21]=[CH:22][C:17]([N:13]([CH2:12][CH2:11][CH2:10][CH2:9][O:8][CH2:7][C:6]([OH:35])=[O:5])[CH:14]([CH3:16])[CH3:15])=[N:18][C:19]=2[C:29]2[CH:34]=[CH:33][CH:32]=[CH:31][CH:30]=2)[CH:24]=[CH:25][CH:26]=[CH:27][CH:28]=1. The catalyst class is: 5. Reactant: C([O:5][C:6](=[O:35])[CH2:7][O:8][CH2:9][CH2:10][CH2:11][CH2:12][N:13]([C:17]1[CH:22]=[N:21][C:20]([C:23]2[CH:28]=[CH:27][CH:26]=[CH:25][CH:24]=2)=[C:19]([C:29]2[CH:34]=[CH:33][CH:32]=[CH:31][CH:30]=2)[N:18]=1)[CH:14]([CH3:16])[CH3:15])(C)(C)C.[OH-].[Na+].